Dataset: Peptide-MHC class II binding affinity with 134,281 pairs from IEDB. Task: Regression. Given a peptide amino acid sequence and an MHC pseudo amino acid sequence, predict their binding affinity value. This is MHC class II binding data. (1) The peptide sequence is YDKFLANVSTVLTVK. The MHC is DRB1_1001 with pseudo-sequence DRB1_1001. The binding affinity (normalized) is 0.788. (2) The peptide sequence is LTVMDRYSVDADLQL. The MHC is HLA-DQA10201-DQB10303 with pseudo-sequence HLA-DQA10201-DQB10303. The binding affinity (normalized) is 0.522.